Predict the reactants needed to synthesize the given product. From a dataset of Full USPTO retrosynthesis dataset with 1.9M reactions from patents (1976-2016). (1) Given the product [C:3]([O:7][C:8](=[O:13])[CH2:9][C:10](=[O:11])[CH2:12][C:8](=[O:7])[CH2:9][CH3:10])([CH3:6])([CH3:4])[CH3:5], predict the reactants needed to synthesize it. The reactants are: [H-].[Na+].[C:3]([O:7][C:8](=[O:13])[CH2:9][C:10]([CH3:12])=[O:11])([CH3:6])([CH3:5])[CH3:4].Cl. (2) Given the product [F:13][C:14]1[CH:19]=[C:18]([CH:20]2[CH2:23][O:22][CH2:21]2)[CH:17]=[C:16]([F:24])[C:15]=1[C:2]1[N:7]=[C:6]([C:8]([O:10][CH3:11])=[O:9])[CH:5]=[CH:4][C:3]=1[F:12], predict the reactants needed to synthesize it. The reactants are: Br[C:2]1[N:7]=[C:6]([C:8]([O:10][CH3:11])=[O:9])[CH:5]=[CH:4][C:3]=1[F:12].[F:13][C:14]1[CH:19]=[C:18]([CH:20]2[CH2:23][O:22][CH2:21]2)[CH:17]=[C:16]([F:24])[C:15]=1B1OC(C)(C)C(C)(C)O1. (3) Given the product [Cl:27][C:28]1[CH:36]=[C:35]([Cl:37])[CH:34]=[CH:33][C:29]=1[C:30]([NH:26][C@H:23]1[CH2:22][CH2:21][C@H:20]([CH2:19][CH2:18][N:15]2[CH2:16][CH2:17][CH:12]([C:11]3[C:6]4[CH2:5][CH2:4][O:3][C:7]=4[CH:8]=[CH:9][CH:10]=3)[CH2:13][CH2:14]2)[CH2:25][CH2:24]1)=[O:31], predict the reactants needed to synthesize it. The reactants are: Cl.Cl.[O:3]1[C:7]2[CH:8]=[CH:9][CH:10]=[C:11]([CH:12]3[CH2:17][CH2:16][N:15]([CH2:18][CH2:19][C@H:20]4[CH2:25][CH2:24][C@H:23]([NH2:26])[CH2:22][CH2:21]4)[CH2:14][CH2:13]3)[C:6]=2[CH2:5][CH2:4]1.[Cl:27][C:28]1[CH:36]=[C:35]([Cl:37])[CH:34]=[CH:33][C:29]=1[C:30](O)=[O:31]. (4) Given the product [NH2:1][C:2]1[C:7]2[C:8]([C:11]3[CH:16]=[CH:15][C:14]([NH:17][C:18]([C:20]4[N:21]([CH3:29])[C:22]5[C:27]([CH:28]=4)=[CH:26][CH:25]=[CH:24][CH:23]=5)=[O:19])=[C:13]([O:30][CH3:31])[CH:12]=3)=[CH:9][S:10][C:6]=2[C:5](/[CH:32]=[CH:33]/[CH:34]=[O:35])=[CH:4][N:3]=1, predict the reactants needed to synthesize it. The reactants are: [NH2:1][C:2]1[C:7]2[C:8]([C:11]3[CH:16]=[CH:15][C:14]([NH:17][C:18]([C:20]4[N:21]([CH3:29])[C:22]5[C:27]([CH:28]=4)=[CH:26][CH:25]=[CH:24][CH:23]=5)=[O:19])=[C:13]([O:30][CH3:31])[CH:12]=3)=[CH:9][S:10][C:6]=2[C:5](/[CH:32]=[CH:33]/[CH:34](OCC)[O:35]CC)=[CH:4][N:3]=1.C1(C)C=CC(S(O)(=O)=O)=CC=1. (5) Given the product [ClH:32].[ClH:32].[NH2:11][CH2:10][CH2:9][CH:8]([C:5]1[CH:4]=[CH:3][C:2]([OH:1])=[CH:7][CH:6]=1)[C:19]([NH:21][C:22]1[CH:23]=[C:24]2[C:29](=[CH:30][CH:31]=1)[CH:28]=[N:27][CH:26]=[CH:25]2)=[O:20], predict the reactants needed to synthesize it. The reactants are: [OH:1][C:2]1[CH:7]=[CH:6][C:5]([CH:8]([C:19]([NH:21][C:22]2[CH:23]=[C:24]3[C:29](=[CH:30][CH:31]=2)[CH:28]=[N:27][CH:26]=[CH:25]3)=[O:20])[CH2:9][CH2:10][NH:11]C(=O)OC(C)(C)C)=[CH:4][CH:3]=1.[ClH:32]. (6) Given the product [Cl:1][C:2]1[CH:10]=[C:9]([C:11]2[N:16]=[C:15]3[N:17]([CH2:20][C:21]4[CH:22]=[C:23]5[C:28](=[CH:29][CH:30]=4)[N:27]=[CH:26][CH:25]=[CH:24]5)[N:18]=[N:19][C:14]3=[CH:13][CH:12]=2)[CH:8]=[CH:7][C:3]=1[C:4]([NH:31][C:32]1[N:36]=[CH:35][NH:34][N:33]=1)=[O:6], predict the reactants needed to synthesize it. The reactants are: [Cl:1][C:2]1[CH:10]=[C:9]([C:11]2[N:16]=[C:15]3[N:17]([CH2:20][C:21]4[CH:22]=[C:23]5[C:28](=[CH:29][CH:30]=4)[N:27]=[CH:26][CH:25]=[CH:24]5)[N:18]=[N:19][C:14]3=[CH:13][CH:12]=2)[CH:8]=[CH:7][C:3]=1[C:4]([OH:6])=O.[NH2:31][C:32]1[N:36]=[CH:35][NH:34][N:33]=1.